This data is from Forward reaction prediction with 1.9M reactions from USPTO patents (1976-2016). The task is: Predict the product of the given reaction. (1) Given the reactants CC1C=CC(S(O[N:12]=[C:13]2[CH2:18][CH2:17][CH:16]([C:19]([O:21][CH2:22][CH3:23])=[O:20])[CH2:15][CH2:14]2)(=O)=O)=CC=1.C(O)(=[O:26])C, predict the reaction product. The product is: [O:26]=[C:13]1[NH:12][CH2:18][CH2:17][CH:16]([C:19]([O:21][CH2:22][CH3:23])=[O:20])[CH2:15][CH2:14]1. (2) Given the reactants [NH2:1][C:2]1[CH:3]=[C:4]([CH:9]2[C:18]([CH3:20])([CH3:19])[CH2:17][C:16]3[C:11](=[CH:12][CH:13]=[C:14]([C:21]([O:23][CH3:24])=[O:22])[CH:15]=3)[NH:10]2)[CH:5]=[C:6]([Cl:8])[CH:7]=1.C(N(CC)C(C)C)(C)C.[C:34](Cl)(=[O:41])[C:35]1[CH:40]=[CH:39][CH:38]=[CH:37][CH:36]=1, predict the reaction product. The product is: [C:34]([NH:1][C:2]1[CH:3]=[C:4]([CH:9]2[C:18]([CH3:19])([CH3:20])[CH2:17][C:16]3[C:11](=[CH:12][CH:13]=[C:14]([C:21]([O:23][CH3:24])=[O:22])[CH:15]=3)[NH:10]2)[CH:5]=[C:6]([Cl:8])[CH:7]=1)(=[O:41])[C:35]1[CH:40]=[CH:39][CH:38]=[CH:37][CH:36]=1.